From a dataset of Forward reaction prediction with 1.9M reactions from USPTO patents (1976-2016). Predict the product of the given reaction. (1) The product is: [F:29][C:27]1([F:30])[CH2:28][CH:26]1[CH2:25][N:14]1[CH2:15][CH2:16][N:12]([C:4]2[S:5][C:6]([C:7]([O:9][CH2:10][CH3:11])=[O:8])=[C:2]([CH3:1])[N:3]=2)[C:13]1=[O:17]. Given the reactants [CH3:1][C:2]1[N:3]=[C:4]([N:12]2[CH2:16][CH2:15][NH:14][C:13]2=[O:17])[S:5][C:6]=1[C:7]([O:9][CH2:10][CH3:11])=[O:8].C(=O)([O-])[O-].[K+].[K+].Br[CH2:25][CH:26]1[CH2:28][C:27]1([F:30])[F:29], predict the reaction product. (2) Given the reactants Cl[C:2]1[N:7]=[C:6]([O:8][C@@H:9]([C@H:11]2[CH2:15][NH:14][C:13](=[O:16])[CH2:12]2)[CH3:10])[C:5]2[N:17]([CH3:20])[CH:18]=[N:19][C:4]=2[CH:3]=1.[CH3:21][N:22]1[C:27]2[CH:28]=[C:29](B3OC(C)(C)C(C)(C)O3)[CH:30]=[CH:31][C:26]=2[C:25]([CH3:42])([CH3:41])[O:24][C:23]1=[O:43].N1C2C=CC=CC=2COC1=O, predict the reaction product. The product is: [CH3:21][N:22]1[C:27]2[CH:28]=[C:29]([C:2]3[N:7]=[C:6]([O:8][C@@H:9]([C@@H:11]4[CH2:12][C:13](=[O:16])[NH:14][CH2:15]4)[CH3:10])[C:5]4[N:17]([CH3:20])[CH:18]=[N:19][C:4]=4[CH:3]=3)[CH:30]=[CH:31][C:26]=2[C:25]([CH3:41])([CH3:42])[O:24][C:23]1=[O:43]. (3) The product is: [OH:8][C@H:7]1[C@@H:3]([CH2:2][NH:1][C:25](=[O:26])[C:24]([F:35])([F:34])[F:23])[CH2:4][N:5]([C:9]([O:11][C:12]([CH3:15])([CH3:14])[CH3:13])=[O:10])[CH2:6]1. Given the reactants [NH2:1][CH2:2][C@@H:3]1[C@H:7]([OH:8])[CH2:6][N:5]([C:9]([O:11][C:12]([CH3:15])([CH3:14])[CH3:13])=[O:10])[CH2:4]1.C(N(CC)CC)C.[F:23][C:24]([F:35])([F:34])[C:25](O[C:25](=[O:26])[C:24]([F:35])([F:34])[F:23])=[O:26].O, predict the reaction product. (4) Given the reactants C(O[C@@H:5]1[O:18][C@H:17]([CH2:19][O:20][C:21](=[O:23])[CH3:22])[C@@H:12]([O:13][C:14](=[O:16])[CH3:15])[C@H:7]([O:8][C:9](=[O:11])[CH3:10])[C@H:6]1[N:24]1[C:28](=[O:29])[C:27]2=[CH:30][CH:31]=[CH:32][CH:33]=[C:26]2[C:25]1=[O:34])(=O)C.C[Si]([N:39]=[N+:40]=[N-:41])(C)C.[Sn](Cl)(Cl)(Cl)Cl, predict the reaction product. The product is: [C:9]([O:8][C@H:7]1[C@H:12]([O:13][C:14](=[O:16])[CH3:15])[C@@H:17]([CH2:19][O:20][C:21](=[O:23])[CH3:22])[O:18][C@@H:5]([N:39]=[N+:40]=[N-:41])[C@@H:6]1[N:24]1[C:25](=[O:34])[C:26]2=[CH:33][CH:32]=[CH:31][CH:30]=[C:27]2[C:28]1=[O:29])(=[O:11])[CH3:10]. (5) Given the reactants [N:1]1[CH:6]=[CH:5][CH:4]=[CH:3][C:2]=1[C:7]([OH:9])=O.[NH2:10][C@@H:11]1[C@H:15]2[O:16][CH2:17][C@H:18]([NH:19][C:20](=[O:34])[C:21]3[CH:26]=[CH:25][CH:24]=[C:23]([O:27][C:28]4[CH:33]=[CH:32][CH:31]=[CH:30][CH:29]=4)[CH:22]=3)[C@H:14]2[O:13][CH2:12]1, predict the reaction product. The product is: [O:27]([C:23]1[CH:22]=[C:21]([CH:26]=[CH:25][CH:24]=1)[C:20]([NH:19][C@@H:18]1[C@H:14]2[O:13][CH2:12][C@H:11]([NH:10][C:7](=[O:9])[C:2]3[CH:3]=[CH:4][CH:5]=[CH:6][N:1]=3)[C@H:15]2[O:16][CH2:17]1)=[O:34])[C:28]1[CH:29]=[CH:30][CH:31]=[CH:32][CH:33]=1. (6) Given the reactants C([O:8][C:9]1[CH:17]=[C:16]2[C:12]([CH:13]=[N:14][N:15]2[CH2:18][C@@H:19]([O:21][Si:22]([C:25]([CH3:28])([CH3:27])[CH3:26])([CH3:24])[CH3:23])[CH3:20])=[CH:11][CH:10]=1)C1C=CC=CC=1, predict the reaction product. The product is: [C:25]([Si:22]([CH3:24])([CH3:23])[O:21][C@@H:19]([CH3:20])[CH2:18][N:15]1[C:16]2[C:12](=[CH:11][CH:10]=[C:9]([OH:8])[CH:17]=2)[CH:13]=[N:14]1)([CH3:27])([CH3:28])[CH3:26]. (7) The product is: [NH2:9][C@H:8]1[CH2:7][CH2:6][S:5][C@H:4]2[CH2:20][CH2:21][CH2:22][CH2:23][N:3]2[C:2]1=[O:1]. Given the reactants [O:1]=[C:2]1[C@@H:8]([NH:9]C(=O)OCC2C=CC=CC=2)[CH2:7][CH2:6][S:5][C@H:4]2[CH2:20][CH2:21][CH2:22][CH2:23][N:3]12.I[Si](C)(C)C, predict the reaction product.